The task is: Predict the reaction yield, written as a fraction of the theoretical maximum amount of product (1.0 means a 100% yield; for example, 0.34 means a 34% yield).. This data is from Reaction yield outcomes from USPTO patents with 853,638 reactions. (1) The reactants are [CH3:1][N:2]1[CH:7]=[C:6](B2OC(C)(C)C(C)(C)O2)[CH:5]=[C:4]([NH:17][C:18]2[CH:23]=[CH:22][C:21]([N:24]3[CH2:29][CH2:28][N:27]([CH3:30])[CH2:26][CH2:25]3)=[CH:20][N:19]=2)[C:3]1=[O:31].[C:32]([O:35][CH2:36][C:37]1[C:42]([N:43]2[CH2:54][CH2:53][N:52]3[C:45](=[CH:46][C:47]4[CH2:48][C:49]([CH3:56])([CH3:55])[CH2:50][C:51]=43)[C:44]2=[O:57])=[CH:41][CH:40]=[CH:39][C:38]=1Br)(=[O:34])[CH3:33]. The catalyst is C([O-])([O-])=O.[Na+].[Na+].COCCOC.C1C=CC([P]([Pd]([P](C2C=CC=CC=2)(C2C=CC=CC=2)C2C=CC=CC=2)([P](C2C=CC=CC=2)(C2C=CC=CC=2)C2C=CC=CC=2)[P](C2C=CC=CC=2)(C2C=CC=CC=2)C2C=CC=CC=2)(C2C=CC=CC=2)C2C=CC=CC=2)=CC=1. The product is [C:32]([O:35][CH2:36][C:37]1[C:38]([C:6]2[CH:5]=[C:4]([NH:17][C:18]3[CH:23]=[CH:22][C:21]([N:24]4[CH2:25][CH2:26][N:27]([CH3:30])[CH2:28][CH2:29]4)=[CH:20][N:19]=3)[C:3](=[O:31])[N:2]([CH3:1])[CH:7]=2)=[CH:39][CH:40]=[CH:41][C:42]=1[N:43]1[CH2:54][CH2:53][N:52]2[C:45](=[CH:46][C:47]3[CH2:48][C:49]([CH3:56])([CH3:55])[CH2:50][C:51]=32)[C:44]1=[O:57])(=[O:34])[CH3:33]. The yield is 0.260. (2) The reactants are [N:1]1([C:7]2[C:15]3[C:10](=[CH:11][CH:12]=[CH:13][CH:14]=3)[N:9]([Si:16]([CH:23]([CH3:25])[CH3:24])([CH:20]([CH3:22])[CH3:21])[CH:17]([CH3:19])[CH3:18])[CH:8]=2)[CH2:6][CH2:5]O[CH2:3][CH2:2]1.BrC1C2C(=CC=CC=2)[N:29]([Si](C(C)C)(C(C)C)C(C)C)[CH:28]=1.CN1CCNCC1.C[Si]([N-][Si](C)(C)C)(C)C.[Li+]. The catalyst is C1COCC1.C1C=CC(/C=C/C(/C=C/C2C=CC=CC=2)=O)=CC=1.C1C=CC(/C=C/C(/C=C/C2C=CC=CC=2)=O)=CC=1.C1C=CC(/C=C/C(/C=C/C2C=CC=CC=2)=O)=CC=1.C(Cl)(Cl)Cl.[Pd].[Pd].C1(P(C2CCCCC2)C2C=CC=CC=2C2C=CC=CC=2N(C)C)CCCCC1. The product is [CH3:28][N:29]1[CH2:5][CH2:6][N:1]([C:7]2[C:15]3[C:10](=[CH:11][CH:12]=[CH:13][CH:14]=3)[N:9]([Si:16]([CH:23]([CH3:25])[CH3:24])([CH:20]([CH3:22])[CH3:21])[CH:17]([CH3:19])[CH3:18])[CH:8]=2)[CH2:2][CH2:3]1. The yield is 0.320. (3) The reactants are C([O:8][C:9]1[C:14](=[O:15])[N:13]2[CH:16]=[C:17]([CH3:20])[CH:18]=[CH:19][C:12]2=[N:11][C:10]=1[C:21]1[O:22][C:23]([C:26]2[CH:27]=[C:28]([CH3:32])[CH:29]=[CH:30][CH:31]=2)=[N:24][N:25]=1)C1C=CC=CC=1.C[Si](I)(C)C.N#N.CO. The catalyst is C(#N)C.O. The product is [OH:8][C:9]1[C:14](=[O:15])[N:13]2[CH:16]=[C:17]([CH3:20])[CH:18]=[CH:19][C:12]2=[N:11][C:10]=1[C:21]1[O:22][C:23]([C:26]2[CH:27]=[C:28]([CH3:32])[CH:29]=[CH:30][CH:31]=2)=[N:24][N:25]=1. The yield is 0.886. (4) The reactants are NN.[CH3:3][O:4][C:5]1[C:27]([O:28][CH3:29])=[CH:26][C:8]([C:9]([N:11]2[CH2:15][C@H:14]([OH:16])[CH2:13][C@H:12]2[CH2:17][O:18][Si:19]([C:22]([CH3:25])([CH3:24])[CH3:23])([CH3:21])[CH3:20])=[O:10])=[C:7]([N+:30]([O-])=O)[CH:6]=1.O=[Al]O[Al]=O.C(Cl)(Cl)Cl.CO. The catalyst is CO.[Ni]. The product is [NH2:30][C:7]1[CH:6]=[C:5]([O:4][CH3:3])[C:27]([O:28][CH3:29])=[CH:26][C:8]=1[C:9]([N:11]1[CH2:15][C@H:14]([OH:16])[CH2:13][C@H:12]1[CH2:17][O:18][Si:19]([C:22]([CH3:25])([CH3:24])[CH3:23])([CH3:21])[CH3:20])=[O:10]. The yield is 0.950. (5) The reactants are [OH:1][CH2:2][C:3]1[O:4][CH:5]=[C:6]([O:10][CH2:11][C:12]2[CH:17]=[CH:16][C:15]([O:18][CH3:19])=[CH:14][CH:13]=2)[C:7](=[O:9])[CH:8]=1.C(N(CC)CC)C.S(=O)(=O)([OH:29])N.Cl([O-])=O.[Na+]. The catalyst is C(Cl)(Cl)Cl.CC(C)=O.O.CS(C)=O. The product is [CH3:19][O:18][C:15]1[CH:14]=[CH:13][C:12]([CH2:11][O:10][C:6]2[C:7](=[O:9])[CH:8]=[C:3]([C:2]([OH:29])=[O:1])[O:4][CH:5]=2)=[CH:17][CH:16]=1. The yield is 0.542.